From a dataset of Reaction yield outcomes from USPTO patents with 853,638 reactions. Predict the reaction yield, written as a fraction of the theoretical maximum amount of product (1.0 means a 100% yield; for example, 0.34 means a 34% yield). (1) The reactants are [CH3:1][O:2][C:3]1[CH:4]=[C:5]2[C:10](=[CH:11][C:12]=1[O:13][CH3:14])[N:9]=[CH:8][CH:7]=[C:6]2[O:15][C:16]1[C:22]([CH3:23])=[CH:21][C:19]([NH2:20])=[C:18]([CH3:24])[CH:17]=1.Cl[C:26](Cl)([O:28][C:29](=[O:35])OC(Cl)(Cl)Cl)Cl.[CH3:37][N:38]1[CH2:43]C[CH2:41][CH:40](O)[CH2:39]1.C(=O)(O)[O-].[Na+]. The catalyst is C(Cl)Cl.C(N(CC)CC)C.C1(C)C=CC=CC=1. The product is [CH3:1][O:2][C:3]1[CH:4]=[C:5]2[C:10](=[CH:11][C:12]=1[O:13][CH3:14])[N:9]=[CH:8][CH:7]=[C:6]2[O:15][C:16]1[C:22]([CH3:23])=[CH:21][C:19]([NH:20][C:29](=[O:35])[O:28][CH:26]2[CH2:41][CH2:40][CH2:39][N:38]([CH3:43])[CH2:37]2)=[C:18]([CH3:24])[CH:17]=1. The yield is 0.360. (2) The reactants are [CH3:1][O:2][C:3](=[O:13])[C:4]1[CH:12]=[CH:11][CH:10]=[C:6]([C:7]([OH:9])=O)[CH:5]=1.C1C=CC2N(O)N=NC=2C=1.CCN=C=NCCCN(C)C.[CH3:35][NH:36][CH2:37][C:38]1[CH:43]=[CH:42][C:41]([C:44]([N:46]2[CH2:52][C:51]3([CH3:54])[CH2:53][CH:47]2[CH2:48][C:49]([CH3:56])([CH3:55])[CH2:50]3)=[O:45])=[CH:40][CH:39]=1.CCN(C(C)C)C(C)C. The catalyst is C1COCC1. The product is [CH3:1][O:2][C:3](=[O:13])[C:4]1[CH:12]=[CH:11][CH:10]=[C:6]([C:7]([N:36]([CH3:35])[CH2:37][C:38]2[CH:39]=[CH:40][C:41]([C:44]([N:46]3[CH2:52][C:51]4([CH3:54])[CH2:53][CH:47]3[CH2:48][C:49]([CH3:56])([CH3:55])[CH2:50]4)=[O:45])=[CH:42][CH:43]=2)=[O:9])[CH:5]=1. The yield is 0.650. (3) The reactants are [NH:1]1[CH:5]=[CH:4][C:3]([C@@H:6]([NH:8][C:9]([C:11]2[C:19]3[C:14](=[N:15][CH:16]=[C:17]([CH:20]4[CH2:22][CH2:21]4)[N:18]=3)[N:13](COCC[Si](C)(C)C)[CH:12]=2)=[O:10])[CH3:7])=[N:2]1.Cl.C([O-])([O-])=O.[K+].[K+]. The catalyst is CO. The yield is 0.810. The product is [NH:1]1[CH:5]=[CH:4][C:3]([C@@H:6]([NH:8][C:9]([C:11]2[C:19]3[C:14](=[N:15][CH:16]=[C:17]([CH:20]4[CH2:22][CH2:21]4)[N:18]=3)[NH:13][CH:12]=2)=[O:10])[CH3:7])=[N:2]1. (4) The reactants are [Br:1][C:2]1[CH:7]=[C:6]([F:8])[CH:5]=[CH:4][C:3]=1[C@H:9]1[C:14]([C:15]([O:17][C@H:18]([CH3:24])[C:19]([O:21][CH2:22][CH3:23])=[O:20])=[O:16])=[C:13]([CH2:25]Br)[NH:12][C:11]([C:27]2[S:28][CH:29]=[CH:30][N:31]=2)=[N:10]1.[NH:32]1[CH2:37][CH2:36][O:35][CH2:34][C@H:33]1[C:38]([OH:40])=[O:39].C(=O)([O-])[O-].[K+].[K+]. The catalyst is C(O)C. The product is [Br:1][C:2]1[CH:7]=[C:6]([F:8])[CH:5]=[CH:4][C:3]=1[C@@H:9]1[N:10]=[C:11]([C:27]2[S:28][CH:29]=[CH:30][N:31]=2)[NH:12][C:13]([CH2:25][N:32]2[CH2:37][CH2:36][O:35][CH2:34][C@H:33]2[C:38]([OH:40])=[O:39])=[C:14]1[C:15]([O:17][C@H:18]([CH3:24])[C:19]([O:21][CH2:22][CH3:23])=[O:20])=[O:16]. The yield is 0.740. (5) The reactants are I[C:2]1[C:10]2[C:5](=[N:6][CH:7]=[N:8][C:9]=2[NH2:11])[NH:4][N:3]=1.[Cl:12][C:13]1[CH:14]=[C:15](B(O)O)[CH:16]=[C:17]([O:19][CH3:20])[CH:18]=1.C(=O)([O-])[O-].[Na+].[Na+].ClCCl. The catalyst is CN(C=O)C.C(O)C.O. The product is [Cl:12][C:13]1[CH:14]=[C:15]([C:2]2[C:10]3[C:5](=[N:6][CH:7]=[N:8][C:9]=3[NH2:11])[NH:4][N:3]=2)[CH:16]=[C:17]([O:19][CH3:20])[CH:18]=1. The yield is 0.270.